This data is from Forward reaction prediction with 1.9M reactions from USPTO patents (1976-2016). The task is: Predict the product of the given reaction. (1) Given the reactants [CH3:1][N:2]1[CH2:7][CH2:6][N:5]([CH2:8][C:9]2[CH:14]=[CH:13][C:12]([NH:15][C:16]([NH:18][C:19]3[CH:24]=[CH:23][C:22](B4OC(C)(C)C(C)(C)O4)=[CH:21][CH:20]=3)=[O:17])=[CH:11][C:10]=2[C:34]([F:37])([F:36])[F:35])[CH2:4][CH2:3]1.C1COCC1.Br[C:44]1[N:48]2[C:49]3[C:54]([N:55]=[C:56]([NH:57][CH2:58][CH:59]([CH3:61])[CH3:60])[C:47]2=[N:46][CH:45]=1)=[CH:53][CH:52]=[CH:51][CH:50]=3.CC1C=CC=CC=1P(C1C=CC=CC=1C)C1C=CC=CC=1C, predict the reaction product. The product is: [CH2:58]([NH:57][C:56]1[C:47]2[N:48]([C:44]([C:22]3[CH:21]=[CH:20][C:19]([NH:18][C:16]([NH:15][C:12]4[CH:13]=[CH:14][C:9]([CH2:8][N:5]5[CH2:4][CH2:3][N:2]([CH3:1])[CH2:7][CH2:6]5)=[C:10]([C:34]([F:35])([F:36])[F:37])[CH:11]=4)=[O:17])=[CH:24][CH:23]=3)=[CH:45][N:46]=2)[C:49]2[C:54]([N:55]=1)=[CH:53][CH:52]=[CH:51][CH:50]=2)[CH:59]([CH3:61])[CH3:60]. (2) The product is: [F:1][C:2]1[CH:3]=[C:4]([CH2:5][CH2:6][NH:7][C:23]([C:25]2[S:26][CH:27]=[CH:28][C:29]=2[NH:30][C:31]2[C:32]3[CH:39]=[CH:38][NH:37][C:33]=3[N:34]=[CH:35][N:36]=2)=[O:24])[CH:8]=[CH:9][CH:10]=1. Given the reactants [F:1][C:2]1[CH:3]=[C:4]([CH:8]=[CH:9][CH:10]=1)[CH2:5][CH2:6][NH2:7].C[Al](C)C.C(N[C:23]([C:25]1[S:26][CH:27]=[CH:28][C:29]=1[NH:30][C:31]1[C:32]2[CH:39]=[CH:38][NH:37][C:33]=2[N:34]=[CH:35][N:36]=1)=[O:24])C1C=CC=CC=1.O, predict the reaction product. (3) Given the reactants [F:1][C:2]([F:37])([F:36])[C:3]1[CH:4]=[C:5]([C:13]2([C:22]3[CH:27]=[C:26]([C:28]([F:31])([F:30])[F:29])[CH:25]=[C:24]([C:32]([F:35])([F:34])[F:33])[CH:23]=3)[O:17]C(=O)[N:15]3[CH2:19][CH2:20][CH2:21][C@H:14]23)[CH:6]=[C:7]([C:9]([F:12])([F:11])[F:10])[CH:8]=1.CO.[OH-].[K+], predict the reaction product. The product is: [F:11][C:9]([F:10])([F:12])[C:7]1[CH:6]=[C:5]([C:13]([C:22]2[CH:27]=[C:26]([C:28]([F:29])([F:30])[F:31])[CH:25]=[C:24]([C:32]([F:35])([F:34])[F:33])[CH:23]=2)([C@H:14]2[CH2:21][CH2:20][CH2:19][NH:15]2)[OH:17])[CH:4]=[C:3]([C:2]([F:37])([F:36])[F:1])[CH:8]=1. (4) Given the reactants Cl.Cl.[NH2:3][C@@H:4]1[CH2:9][CH2:8][CH2:7][NH:6][CH2:5]1.C(Cl)(Cl)Cl.[Cl:14][C:15]1[N:16]=[C:17](Cl)[C:18]2[N:24]=[CH:23][CH:22]=[CH:21][C:19]=2[N:20]=1.C(N(C(C)C)CC)(C)C, predict the reaction product. The product is: [Cl:14][C:15]1[N:16]=[C:17]([N:6]2[CH2:7][CH2:8][CH2:9][C@@H:4]([NH2:3])[CH2:5]2)[C:18]2[N:24]=[CH:23][CH:22]=[CH:21][C:19]=2[N:20]=1.